Dataset: Full USPTO retrosynthesis dataset with 1.9M reactions from patents (1976-2016). Task: Predict the reactants needed to synthesize the given product. Given the product [F:21][C:19]1[CH:18]=[CH:17][C:16]([O:22][C:23]2[CH:24]=[CH:25][CH:26]=[CH:27][CH:28]=2)=[C:15]([N:11]([CH2:10][C:9]2[CH:29]=[C:30]([O:33][CH3:34])[CH:31]=[CH:32][C:8]=2[O:7][CH2:6][CH2:5][OH:4])[C:12](=[O:14])[CH3:13])[CH:20]=1, predict the reactants needed to synthesize it. The reactants are: C([O:4][CH2:5][CH2:6][O:7][C:8]1[CH:32]=[CH:31][C:30]([O:33][CH3:34])=[CH:29][C:9]=1[CH2:10][N:11]([C:15]1[CH:20]=[C:19]([F:21])[CH:18]=[CH:17][C:16]=1[O:22][C:23]1[CH:28]=[CH:27][CH:26]=[CH:25][CH:24]=1)[C:12](=[O:14])[CH3:13])C=C.C(OCC)C.C(=O)([O-])O.[Na+].